The task is: Predict the product of the given reaction.. This data is from Forward reaction prediction with 1.9M reactions from USPTO patents (1976-2016). (1) Given the reactants C([O:3][C:4]([C:6]1[N:7]([C:12]2[CH:17]=[CH:16][C:15]([Br:18])=[CH:14][CH:13]=2)[N:8]=[CH:9][C:10]=1[F:11])=[O:5])C.[Li+].[OH-], predict the reaction product. The product is: [Br:18][C:15]1[CH:14]=[CH:13][C:12]([N:7]2[C:6]([C:4]([OH:5])=[O:3])=[C:10]([F:11])[CH:9]=[N:8]2)=[CH:17][CH:16]=1. (2) Given the reactants [F:1][C:2]1[CH:3]=[CH:4][C:5]2[O:9][CH:8]=[CH:7][C:6]=2[C:10]=1[CH2:11][NH2:12].[Br:13][C:14]1[C:15]2[N:16]([CH:22]=[N:23][N:24]=2)[C:17](SC)=[N:18][CH:19]=1, predict the reaction product. The product is: [Br:13][C:14]1[C:15]2[N:16]([CH:22]=[N:23][N:24]=2)[C:17]([NH:12][CH2:11][C:10]2[C:6]3[CH:7]=[CH:8][O:9][C:5]=3[CH:4]=[CH:3][C:2]=2[F:1])=[N:18][CH:19]=1. (3) Given the reactants [C:1](=O)([O-])[O-].[K+].[K+].CI.[OH:9][C:10]1[CH:14]=[C:13]([C:15]([F:18])([F:17])[F:16])[N:12]([CH3:19])[N:11]=1.O, predict the reaction product. The product is: [CH3:1][O:9][C:10]1[CH:14]=[C:13]([C:15]([F:16])([F:18])[F:17])[N:12]([CH3:19])[N:11]=1. (4) Given the reactants [CH3:1][C:2]1[CH:3]=[CH:4][C:5]([C:11]2[CH:12]=[N:13][CH:14]=[CH:15][CH:16]=2)=[C:6]([CH:10]=1)[C:7]([OH:9])=O.[Cl:17][C:18]1[CH:19]=[CH:20][C:21]2[O:25][C:24]([NH:26][CH2:27][C@@H:28]3[C@H:33]([CH3:34])[CH2:32][CH2:31][CH2:30][NH:29]3)=[N:23][C:22]=2[CH:35]=1, predict the reaction product. The product is: [Cl:17][C:18]1[CH:19]=[CH:20][C:21]2[O:25][C:24]([NH:26][CH2:27][C@@H:28]3[C@H:33]([CH3:34])[CH2:32][CH2:31][CH2:30][N:29]3[C:7]([C:6]3[CH:10]=[C:2]([CH3:1])[CH:3]=[CH:4][C:5]=3[C:11]3[CH:12]=[N:13][CH:14]=[CH:15][CH:16]=3)=[O:9])=[N:23][C:22]=2[CH:35]=1.